From a dataset of Catalyst prediction with 721,799 reactions and 888 catalyst types from USPTO. Predict which catalyst facilitates the given reaction. (1) Reactant: [F:1][C:2]1[CH:7]=[CH:6][C:5]([CH2:8][C@@:9]([OH:29])([C:15]2[NH:19][C:18]3[CH:20]=[CH:21][C:22]([NH:24][S:25]([CH3:28])(=[O:27])=[O:26])=[CH:23][C:17]=3[N:16]=2)[C:10]([O:12]CC)=O)=[CH:4][CH:3]=1.[N:30]([C@@H:33]([CH2:35][CH2:36][CH2:37][CH2:38][CH3:39])[CH3:34])=[C:31]=[O:32].[OH-].[Na+]. Product: [F:1][C:2]1[CH:3]=[CH:4][C:5]([CH2:8][C@:9]2([C:15]3[NH:19][C:18]4[CH:20]=[CH:21][C:22]([NH:24][S:25]([CH3:28])(=[O:26])=[O:27])=[CH:23][C:17]=4[N:16]=3)[O:29][C:31](=[O:32])[N:30]([C@@H:33]([CH2:35][CH2:36][CH2:37][CH2:38][CH3:39])[CH3:34])[C:10]2=[O:12])=[CH:6][CH:7]=1. The catalyst class is: 1. (2) Reactant: Br[C:2]1[N:18]([C@@H:19]2[CH2:23][CH2:22][N:21]([C:24]([O:26][C:27]([CH3:30])([CH3:29])[CH3:28])=[O:25])[CH2:20]2)[C:5]2[N:6]=[CH:7][N:8]=[C:9]([NH:10][C:11]([O:13][C:14]([CH3:17])([CH3:16])[CH3:15])=[O:12])[C:4]=2[C:3]=1[C:31]1[CH:36]=[CH:35][C:34]([O:37][C:38]2[CH:43]=[CH:42][CH:41]=[CH:40][CH:39]=2)=[CH:33][CH:32]=1.[Li]CCCC.CN([CH:52]=[O:53])C. Product: [C:14]([O:13][C:11]([NH:10][C:9]1[C:4]2[C:3]([C:31]3[CH:36]=[CH:35][C:34]([O:37][C:38]4[CH:43]=[CH:42][CH:41]=[CH:40][CH:39]=4)=[CH:33][CH:32]=3)=[C:2]([CH:52]=[O:53])[N:18]([C@@H:19]3[CH2:23][CH2:22][N:21]([C:24]([O:26][C:27]([CH3:29])([CH3:28])[CH3:30])=[O:25])[CH2:20]3)[C:5]=2[N:6]=[CH:7][N:8]=1)=[O:12])([CH3:16])([CH3:15])[CH3:17]. The catalyst class is: 1.